This data is from Catalyst prediction with 721,799 reactions and 888 catalyst types from USPTO. The task is: Predict which catalyst facilitates the given reaction. (1) Reactant: [N+:1]([C:4]1[CH:5]=[C:6]([CH:16]=[CH:17][C:18]=1[N+:19]([O-])=O)[C:7]([NH:9][CH:10]1[CH2:15][CH2:14][O:13][CH2:12][CH2:11]1)=[O:8])([O-])=O. Product: [NH2:1][C:4]1[CH:5]=[C:6]([CH:16]=[CH:17][C:18]=1[NH2:19])[C:7]([NH:9][CH:10]1[CH2:11][CH2:12][O:13][CH2:14][CH2:15]1)=[O:8]. The catalyst class is: 696. (2) Reactant: Br[C:2]1[CH:7]=[C:6]([Cl:8])[CH:5]=[CH:4][C:3]=1[CH3:9].[C:10]1(B(O)O)[CH:15]=[CH:14][CH:13]=[CH:12][CH:11]=1.P(C1C=CC=CC=1)(C1C=CC=CC=1)C1C=CC=CC=1.C([O-])([O-])=O.[K+].[K+]. Product: [Cl:8][C:6]1[CH:5]=[CH:4][C:3]([CH3:9])=[C:2]([C:10]2[CH:15]=[CH:14][CH:13]=[CH:12][CH:11]=2)[CH:7]=1. The catalyst class is: 318. (3) Reactant: [CH3:1][O:2][C:3]([C:5]1[CH:6]=[C:7]2[C:12](=[CH:13][CH:14]=1)[NH:11][CH:10]([C:15]1[CH:20]=[CH:19][CH:18]=[C:17](Br)[CH:16]=1)[CH2:9][C:8]12[CH2:25][CH2:24][CH2:23][CH2:22]1)=[O:4].[NH:26]1[CH2:31][CH2:30][O:29][CH2:28][CH2:27]1.Cl.CN(C)CC(O)=O.C(=O)([O-])[O-].[K+].[K+]. Product: [CH3:1][O:2][C:3]([C:5]1[CH:6]=[C:7]2[C:12](=[CH:13][CH:14]=1)[NH:11][CH:10]([C:15]1[CH:20]=[CH:19][CH:18]=[C:17]([N:26]3[CH2:31][CH2:30][O:29][CH2:28][CH2:27]3)[CH:16]=1)[CH2:9][C:8]12[CH2:25][CH2:24][CH2:23][CH2:22]1)=[O:4]. The catalyst class is: 156. (4) Reactant: [OH2:1].[O-:2][Mn](=O)(=O)=O.[K+].[CH3:8][C:9]1[CH:14]=[C:13]([CH3:15])[N:12]=[CH:11][N:10]=1.Cl. Product: [CH3:15][C:13]1[N:12]=[CH:11][N:10]=[C:9]([C:8]([OH:2])=[O:1])[CH:14]=1. The catalyst class is: 61.